From a dataset of Drug-induced liver injury (DILI) classification data. Regression/Classification. Given a drug SMILES string, predict its toxicity properties. Task type varies by dataset: regression for continuous values (e.g., LD50, hERG inhibition percentage) or binary classification for toxic/non-toxic outcomes (e.g., AMES mutagenicity, cardiotoxicity, hepatotoxicity). Dataset: dili. (1) The compound is CC1c2cccc(O)c2C(O)=C2C(=O)C3(O)C(=O)C(=C(N)O)C(=O)C(N(C)C)C3C(O)C21. The result is 1 (causes liver injury). (2) The drug is COc1ccc(CCN(C)CCCC(C#N)(c2ccc(OC)c(OC)c2)C(C)C)cc1OC. The result is 1 (causes liver injury). (3) The molecule is O=C1CC2(CCCC2)CC(=O)N1CCCCN1CCN(c2ncccn2)CC1. The result is 0 (no liver injury). (4) The molecule is CNC1(c2ccccc2Cl)CCCCC1=O. The result is 0 (no liver injury). (5) The drug is C=C1c2cccc(O)c2C(O)=C2C(=O)C3(O)C(O)=C(C(N)=O)C(=O)C(N(C)C)C3C(O)C12. The result is 1 (causes liver injury). (6) The drug is CCC(CO)NC(=O)C1C=C2c3cccc4[nH]cc(c34)CC2N(C)C1. The result is 0 (no liver injury). (7) The drug is CC(=O)Nc1c(I)c(NC(C)=O)c(I)c(C(=O)O)c1I. The result is 0 (no liver injury). (8) The molecule is NC(=O)c1cnccn1. The result is 1 (causes liver injury). (9) The compound is CCOC(=O)C1(c2ccccc2)CCN(CCc2ccc(N)cc2)CC1. The result is 0 (no liver injury). (10) The compound is Cc1onc(-c2ccccc2Cl)c1C(=O)NC1C(=O)N2C1SC(C)(C)C2C(=O)O. The result is 1 (causes liver injury).